This data is from Catalyst prediction with 721,799 reactions and 888 catalyst types from USPTO. The task is: Predict which catalyst facilitates the given reaction. (1) Reactant: [C:1]1([S:11]([CH2:14][C:15]2[CH:16]=[C:17]([CH:20]=[CH:21][C:22]=2[N+:23]([O-])=O)[CH:18]=[O:19])(=[O:13])=[O:12])[C:10]2[C:5](=[CH:6][CH:7]=[CH:8][CH:9]=2)[CH:4]=[CH:3][CH:2]=1.CO. Product: [NH2:23][C:22]1[CH:21]=[CH:20][C:17]([CH:18]=[O:19])=[CH:16][C:15]=1[CH2:14][S:11]([C:1]1[C:10]2[C:5](=[CH:6][CH:7]=[CH:8][CH:9]=2)[CH:4]=[CH:3][CH:2]=1)(=[O:13])=[O:12]. The catalyst class is: 123. (2) Reactant: C1[C:6]([C@@H:7](O)[C@H:8](NC(C(Cl)Cl)=O)[CH2:9]O)=CC=C([N+]([O-])=O)C=1.[CH3:21]C(S[C@@H]1O[C@H](CO)[C@H](O)[C@H](O)[C@H]1O)C.[C:36]([O-])(=O)[CH2:37][C@:38]([CH2:41][CH2:42]O)([CH3:40])O.[CH3:46][C:47]1(O)[CH2:53]C(=O)OC[CH2:48]1.CCCCCCCCCC. Product: [CH3:48][C:47]([CH3:53])=[CH:46][CH2:42][CH2:41][C@@:38]1([CH3:21])[C:37](=[CH2:36])[C@H:7]2[CH2:6][C@@H:40]1[CH2:9][CH2:8]2. The catalyst class is: 74. (3) Reactant: [Mg].Br[C:3]1[CH:8]=[CH:7][C:6]([CH3:9])=[CH:5][CH:4]=1.[Br:10][C:11]1[CH:18]=[CH:17][C:14]([CH:15]=[O:16])=[CH:13][CH:12]=1.Cl. Product: [Br:10][C:11]1[CH:18]=[CH:17][C:14]([CH:15]([C:3]2[CH:8]=[CH:7][C:6]([CH3:9])=[CH:5][CH:4]=2)[OH:16])=[CH:13][CH:12]=1. The catalyst class is: 27. (4) Reactant: O.C1(C)C=CC(S(O)(=O)=O)=CC=1.[C:13]([O:17][C:18]([C@@:20]1([NH:30]C(OC(C)(C)C)=O)[C@@H:22]([C:23]2[CH:28]=[CH:27][CH:26]=[CH:25][CH:24]=2)[C@H:21]1[CH3:29])=[O:19])([CH3:16])([CH3:15])[CH3:14].[OH-].[Na+]. Product: [C:13]([O:17][C:18]([C@@:20]1([NH2:30])[C@@H:22]([C:23]2[CH:24]=[CH:25][CH:26]=[CH:27][CH:28]=2)[C@H:21]1[CH3:29])=[O:19])([CH3:16])([CH3:14])[CH3:15]. The catalyst class is: 10. (5) Reactant: [O:1]=[CH:2][C@@H:3]([C@H:5]([C@@H:7]([C@@H:9](CO)[OH:10])[OH:8])[OH:6])[OH:4].O=C[C@@H]([C@H]([C@@H](CO)O)O)O. Product: [CH2:2]([OH:1])[C@@H:3]([C@H:5]([C@@H:7]([CH2:9][OH:10])[OH:8])[OH:6])[OH:4]. The catalyst class is: 8.